Dataset: Catalyst prediction with 721,799 reactions and 888 catalyst types from USPTO. Task: Predict which catalyst facilitates the given reaction. (1) Reactant: [NH2:1][C:2]1[CH:9]=[CH:8][C:5]([C:6]#[N:7])=[CH:4][C:3]=1[F:10].C1C(=O)N([Cl:18])C(=O)C1. Product: [NH2:1][C:2]1[C:3]([F:10])=[CH:4][C:5]([C:6]#[N:7])=[CH:8][C:9]=1[Cl:18]. The catalyst class is: 52. (2) The catalyst class is: 3. Reactant: OC(C(F)(F)F)=O.[N:8]1([CH2:14][C:15]2[N:16]=[N:17][C:18]3[C:19](=[C:21]([NH2:26])[N:22]=[C:23]([NH2:25])[N:24]=3)[N:20]=2)[CH2:13][CH2:12][NH:11][CH2:10][CH2:9]1.Cl[CH2:28][C:29]1[C:38]2[C:33](=[CH:34][CH:35]=[CH:36][CH:37]=2)[CH:32]=[CH:31][CH:30]=1.C(=O)([O-])[O-].[K+].[K+].CC#N.O. Product: [C:29]1([CH2:28][N:11]2[CH2:12][CH2:13][N:8]([CH2:14][C:15]3[N:16]=[N:17][C:18]4[C:19](=[C:21]([NH2:26])[N:22]=[C:23]([NH2:25])[N:24]=4)[N:20]=3)[CH2:9][CH2:10]2)[C:38]2[C:33](=[CH:34][CH:35]=[CH:36][CH:37]=2)[CH:32]=[CH:31][CH:30]=1. (3) Reactant: C(N(CC)CC)C.[NH2:8][C:9]1[N:17]=[C:16]([CH3:18])[CH:15]=[CH:14][C:10]=1[C:11]([OH:13])=O.[CH3:19][O:20][C:21]1[CH:22]=[C:23]([O:27][C:28]2[CH:29]=[C:30]([CH:33]=[CH:34][CH:35]=2)[CH2:31][NH2:32])[CH:24]=[CH:25][CH:26]=1.CN([P+](ON1N=NC2C=CC=CC1=2)(N(C)C)N(C)C)C.F[P-](F)(F)(F)(F)F. Product: [CH3:19][O:20][C:21]1[CH:22]=[C:23]([O:27][C:28]2[CH:29]=[C:30]([CH2:31][NH:32][C:11](=[O:13])[C:10]3[CH:14]=[CH:15][C:16]([CH3:18])=[N:17][C:9]=3[NH2:8])[CH:33]=[CH:34][CH:35]=2)[CH:24]=[CH:25][CH:26]=1. The catalyst class is: 136. (4) Reactant: Br[CH2:2]/[CH:3]=[CH:4]/[C:5]([NH:7][C:8]1[CH:9]=[C:10]2[C:15](=[CH:16][C:17]=1[O:18][CH3:19])[N:14]=[CH:13][N:12]=[C:11]2[NH:20][C:21]1[CH:26]=[CH:25][C:24]([F:27])=[C:23]([Cl:28])[CH:22]=1)=[O:6].Cl.[CH2:30]1[C:33]2([CH2:37][CH2:36][CH2:35][CH2:34]2)[CH2:32][NH:31]1.C(=O)([O-])[O-].[K+].[K+].O. Product: [Cl:28][C:23]1[CH:22]=[C:21]([NH:20][C:11]2[C:10]3[C:15](=[CH:16][C:17]([O:18][CH3:19])=[C:8]([NH:7][C:5](=[O:6])[CH:4]=[CH:3][CH2:2][N:31]4[CH2:32][C:33]5([CH2:37][CH2:36][CH2:35][CH2:34]5)[CH2:30]4)[CH:9]=3)[N:14]=[CH:13][N:12]=2)[CH:26]=[CH:25][C:24]=1[F:27]. The catalyst class is: 3. (5) Reactant: CS(O[CH2:6][C@H:7]1[CH2:12][CH2:11][CH2:10][CH2:9][C@@H:8]1[NH:13][C:14](=[O:20])[O:15][C:16]([CH3:19])([CH3:18])[CH3:17])(=O)=O.[C-:21]#[N:22].[K+].O. Product: [C:21]([CH2:6][C@H:7]1[CH2:12][CH2:11][CH2:10][CH2:9][C@@H:8]1[NH:13][C:14](=[O:20])[O:15][C:16]([CH3:19])([CH3:18])[CH3:17])#[N:22]. The catalyst class is: 16. (6) Reactant: [CH3:1][O:2][C:3]1[CH:16]=[CH:15][C:6]([CH2:7][O:8][CH:9]2[CH2:13][CH:12]([OH:14])[CH:11]=[CH:10]2)=[CH:5][CH:4]=1.C1C=C(Cl)C=C(C(OO)=[O:25])C=1. Product: [CH3:1][O:2][C:3]1[CH:4]=[CH:5][C:6]([CH2:7][O:8][CH:9]2[CH:13]3[CH:12]([O:14]3)[CH:11]([OH:25])[CH2:10]2)=[CH:15][CH:16]=1. The catalyst class is: 2.